Dataset: Reaction yield outcomes from USPTO patents with 853,638 reactions. Task: Predict the reaction yield, written as a fraction of the theoretical maximum amount of product (1.0 means a 100% yield; for example, 0.34 means a 34% yield). (1) The reactants are [H-].[Na+].[CH:3]([C@@H:6]1[C:11](=[O:12])[NH:10][CH2:9][CH2:8][N:7]1[C:13]([O:15][C:16]([CH3:19])([CH3:18])[CH3:17])=[O:14])([CH3:5])[CH3:4].[F:20][C:21]1[CH:30]=[C:29](F)[C:28]([N+:32]([O-:34])=[O:33])=[CH:27][C:22]=1[C:23]([O:25][CH3:26])=[O:24].CCOC(C)=O. The catalyst is CN(C=O)C. The product is [F:20][C:21]1[C:22]([C:23]([O:25][CH3:26])=[O:24])=[CH:27][C:28]([N+:32]([O-:34])=[O:33])=[C:29]([N:10]2[CH2:9][CH2:8][N:7]([C:13]([O:15][C:16]([CH3:17])([CH3:19])[CH3:18])=[O:14])[C@H:6]([CH:3]([CH3:5])[CH3:4])[C:11]2=[O:12])[CH:30]=1. The yield is 0.663. (2) The reactants are [F:1][C:2]1[CH:3]=[C:4]([Mg]Br)[CH:5]=[CH:6][CH:7]=1.[N:10]12[CH2:17][CH2:16][C:13]([C:18]([O:20]CC)=O)([CH2:14][CH2:15]1)[CH2:12][CH2:11]2. The catalyst is C1COCC1. The product is [N:10]12[CH2:11][CH2:12][C:13]([C:18]([C:6]3[CH:5]=[CH:4][CH:3]=[C:2]([F:1])[CH:7]=3)([C:4]3[CH:5]=[CH:6][CH:7]=[C:2]([F:1])[CH:3]=3)[OH:20])([CH2:14][CH2:15]1)[CH2:16][CH2:17]2. The yield is 0.767.